From a dataset of Full USPTO retrosynthesis dataset with 1.9M reactions from patents (1976-2016). Predict the reactants needed to synthesize the given product. (1) Given the product [NH:1]1[C:9]2[C:4](=[CH:5][CH:6]=[CH:7][CH:8]=2)[C:3](/[CH:10]=[CH:11]/[C:12]2[CH:17]=[CH:16][CH:15]=[CH:14][C:13]=2[NH:18][C:19]2[S:20][CH2:23][C:22](=[O:24])[N:21]=2)=[N:2]1, predict the reactants needed to synthesize it. The reactants are: [NH:1]1[C:9]2[C:4](=[CH:5][CH:6]=[CH:7][CH:8]=2)[C:3](/[CH:10]=[CH:11]/[C:12]2[CH:17]=[CH:16][CH:15]=[CH:14][C:13]=2[NH:18][C:19]([NH2:21])=[S:20])=[N:2]1.[C:22](OCCCl)(=[O:24])[CH3:23].N. (2) The reactants are: [CH3:1][N:2]1[C:6]2[C:7](=[O:13])[CH2:8][NH:9][S:10](=[O:12])(=[O:11])[C:5]=2[CH:4]=[CH:3]1.Br[CH2:15][CH2:16][CH2:17][Cl:18].C(=O)([O-])[O-].[K+].[K+]. Given the product [Cl:18][CH2:17][CH2:16][CH2:15][N:9]1[CH2:8][C:7](=[O:13])[C:6]2[N:2]([CH3:1])[CH:3]=[CH:4][C:5]=2[S:10]1(=[O:12])=[O:11], predict the reactants needed to synthesize it. (3) Given the product [C:10]([C:3]1[C:2](/[CH:15]=[CH:14]/[C:13]([O:17][C:18]([CH3:21])([CH3:20])[CH3:19])=[O:16])=[C:7]([F:8])[C:6]([Cl:9])=[CH:5][CH:4]=1)(=[O:12])[CH3:11], predict the reactants needed to synthesize it. The reactants are: Br[C:2]1[C:7]([F:8])=[C:6]([Cl:9])[CH:5]=[CH:4][C:3]=1[C:10](=[O:12])[CH3:11].[C:13]([O:17][C:18]([CH3:21])([CH3:20])[CH3:19])(=[O:16])[CH:14]=[CH2:15]. (4) The reactants are: [OH:1][C:2]1[CH:3]=[C:4]2[C:9](=[CH:10][CH:11]=1)[C:8]([C:12]([OH:14])=[O:13])=[CH:7][CH:6]=[CH:5]2.Cl[C:16]1[CH:21]=[CH:20][N:19]=[C:18]2[CH:22]=[C:23]([C:25]([N:27]3[CH2:31][CH2:30][C@@H:29]([N:32]([CH3:34])[CH3:33])[CH2:28]3)=[O:26])[S:24][C:17]=12.C([O-])([O-])=O.[Cs+].[Cs+]. Given the product [CH3:33][N:32]([CH3:34])[C@@H:29]1[CH2:30][CH2:31][N:27]([C:25]([C:23]2[S:24][C:17]3[C:18](=[N:19][CH:20]=[CH:21][C:16]=3[O:1][C:2]3[CH:3]=[C:4]4[C:9](=[CH:10][CH:11]=3)[C:8]([C:12]([OH:14])=[O:13])=[CH:7][CH:6]=[CH:5]4)[CH:22]=2)=[O:26])[CH2:28]1, predict the reactants needed to synthesize it. (5) Given the product [CH2:1]([O:3][C:4](=[O:13])[C:5]1[CH:10]=[C:9]([Cl:11])[C:8]([N:17]([CH:14]([CH3:16])[CH3:15])[CH3:18])=[N:7][CH:6]=1)[CH3:2], predict the reactants needed to synthesize it. The reactants are: [CH2:1]([O:3][C:4](=[O:13])[C:5]1[CH:10]=[C:9]([Cl:11])[C:8](Cl)=[N:7][CH:6]=1)[CH3:2].[CH:14]([NH:17][CH3:18])([CH3:16])[CH3:15].